Dataset: Reaction yield outcomes from USPTO patents with 853,638 reactions. Task: Predict the reaction yield, written as a fraction of the theoretical maximum amount of product (1.0 means a 100% yield; for example, 0.34 means a 34% yield). (1) The reactants are Cl[C:2]1[C:7]2[NH:8][C:9]3[C:14]([C:6]=2[C:5]([C:16]2[CH:21]=[CH:20][CH:19]=[C:18]([S:22]([CH2:25][CH3:26])(=[O:24])=[O:23])[CH:17]=2)=[CH:4][N:3]=1)=[CH:13][C:12]([CH3:15])=[CH:11][N:10]=3.[CH3:27][N:28](C=O)C. The catalyst is [C-]#N.[Zn+2].[C-]#N.C1C=CC([P]([Pd]([P](C2C=CC=CC=2)(C2C=CC=CC=2)C2C=CC=CC=2)([P](C2C=CC=CC=2)(C2C=CC=CC=2)C2C=CC=CC=2)[P](C2C=CC=CC=2)(C2C=CC=CC=2)C2C=CC=CC=2)(C2C=CC=CC=2)C2C=CC=CC=2)=CC=1. The product is [CH2:25]([S:22]([C:18]1[CH:17]=[C:16]([C:5]2[C:6]3[C:14]4[CH:13]=[C:12]([CH3:15])[CH:11]=[N:10][C:9]=4[NH:8][C:7]=3[C:2]([C:27]#[N:28])=[N:3][CH:4]=2)[CH:21]=[CH:20][CH:19]=1)(=[O:24])=[O:23])[CH3:26]. The yield is 0.860. (2) The reactants are [CH:1]([O:4][C:5]([N:7]1[CH2:13][CH2:12][CH2:11][CH:10]([N:14]([C:30](=[O:32])[CH3:31])[CH2:15][C:16]2[CH:21]=[C:20]([C:22]([F:25])([F:24])[F:23])[CH:19]=[C:18]([C:26]([F:29])([F:28])[F:27])[CH:17]=2)[C:9]2[N:33]=[C:34](Cl)[CH:35]=[CH:36][C:8]1=2)=[O:6])([CH3:3])[CH3:2].O.[CH3:39][N:40](C)C=O. The catalyst is [C-]#N.[Zn+2].[C-]#N.[Pd].C1(P(C2C=CC=CC=2)C2C=CC=CC=2)C=CC=CC=1.C1(P(C2C=CC=CC=2)C2C=CC=CC=2)C=CC=CC=1.C1(P(C2C=CC=CC=2)C2C=CC=CC=2)C=CC=CC=1.C1(P(C2C=CC=CC=2)C2C=CC=CC=2)C=CC=CC=1. The product is [CH:1]([O:4][C:5]([N:7]1[CH2:13][CH2:12][CH2:11][CH:10]([N:14]([C:30](=[O:32])[CH3:31])[CH2:15][C:16]2[CH:21]=[C:20]([C:22]([F:25])([F:24])[F:23])[CH:19]=[C:18]([C:26]([F:29])([F:28])[F:27])[CH:17]=2)[C:9]2[N:33]=[C:34]([C:39]#[N:40])[CH:35]=[CH:36][C:8]1=2)=[O:6])([CH3:3])[CH3:2]. The yield is 0.230. (3) The reactants are Cl.[NH2:2][C@@H:3]([CH2:25][CH:26]1[CH2:30][CH2:29][CH2:28][CH2:27]1)[C:4]([NH:6][C@H:7]1[CH2:13][CH2:12][C@@H:11]([CH3:14])[N:10]([S:15]([C:18]2[CH:23]=[CH:22][CH:21]=[CH:20][N:19]=2)(=[O:17])=[O:16])[CH2:9][C@@H:8]1[OH:24])=[O:5].[CH3:31][C:32]1[N:33]=[C:34]([C:40]2[CH:45]=[CH:44][CH:43]=[CH:42][CH:41]=2)[S:35][C:36]=1[C:37](O)=[O:38].CC(OI1(OC(C)=O)(OC(C)=O)OC(=O)C2C=CC=CC1=2)=O. No catalyst specified. The product is [CH:26]1([CH2:25][C@H:3]([NH:2][C:37]([C:36]2[S:35][C:34]([C:40]3[CH:41]=[CH:42][CH:43]=[CH:44][CH:45]=3)=[N:33][C:32]=2[CH3:31])=[O:38])[C:4](=[O:5])[NH:6][C@H:7]2[CH2:13][CH2:12][C@@H:11]([CH3:14])[N:10]([S:15]([C:18]3[CH:23]=[CH:22][CH:21]=[CH:20][N:19]=3)(=[O:16])=[O:17])[CH2:9][C:8]2=[O:24])[CH2:27][CH2:28][CH2:29][CH2:30]1. The yield is 0.570. (4) The reactants are Br[C:2]1[CH:12]=[CH:11][C:5]2[N:6]([CH3:10])[CH2:7][CH2:8][O:9][C:4]=2[CH:3]=1.C([Li])CCC.B(OC)(OC)[O:19]C.OO. The catalyst is O1CCCC1. The product is [CH3:10][N:6]1[CH2:7][CH2:8][O:9][C:4]2[CH:3]=[C:2]([OH:19])[CH:12]=[CH:11][C:5]1=2. The yield is 0.890. (5) The catalyst is C1COCC1.CO. The reactants are [OH-].[Na+].[CH:3]1([C:9]2[C:17]3[C:12](=[CH:13][C:14]([C:18]([O:20]C)=[O:19])=[CH:15][CH:16]=3)[N:11]([CH2:22][CH2:23][CH2:24][CH2:25][C:26]([O:28]C)=[O:27])[CH:10]=2)[CH2:8][CH2:7][CH2:6][CH2:5][CH2:4]1. The product is [C:26]([CH2:25][CH2:24][CH2:23][CH2:22][N:11]1[C:12]2[C:17](=[CH:16][CH:15]=[C:14]([C:18]([OH:20])=[O:19])[CH:13]=2)[C:9]([CH:3]2[CH2:8][CH2:7][CH2:6][CH2:5][CH2:4]2)=[CH:10]1)([OH:28])=[O:27]. The yield is 0.990. (6) The reactants are Cl.[Cl-].[NH4+].[Br:4][C:5]1[CH:10]=[C:9]([N+:11]([O-])=O)[C:8]([CH3:14])=[CH:7][C:6]=1[N:15]1[CH2:20][CH2:19][O:18][CH2:17][CH2:16]1. The catalyst is C(O)C.[Fe]. The product is [Br:4][C:5]1[C:6]([N:15]2[CH2:20][CH2:19][O:18][CH2:17][CH2:16]2)=[CH:7][C:8]([CH3:14])=[C:9]([CH:10]=1)[NH2:11]. The yield is 0.750. (7) The reactants are [C:1]([NH:4][CH2:5][CH2:6][CH:7]1[C:15]2[C:10](=[CH:11][CH:12]=[C:13]([NH:17][C:18](=O)[CH2:19][C:20]3[CH:25]=[CH:24][CH:23]=[CH:22][CH:21]=3)[C:14]=2[OH:16])[CH2:9][CH2:8]1)(=[O:3])[CH3:2].C1(C)C=CC(S([O-])(=O)=O)=CC=1.[NH+]1C=CC=CC=1. The catalyst is C1(C)C(C)=CC=CC=1. The product is [CH2:19]([C:18]1[O:16][C:14]2[C:15]3[CH:7]([CH2:6][CH2:5][NH:4][C:1](=[O:3])[CH3:2])[CH2:8][CH2:9][C:10]=3[CH:11]=[CH:12][C:13]=2[N:17]=1)[C:20]1[CH:21]=[CH:22][CH:23]=[CH:24][CH:25]=1. The yield is 0.280. (8) The reactants are C([NH:9][C:10]1[C:11]2[N:18]=[N:17][N:16]([CH:19]3[O:23][CH:22]([CH:24]=[CH:25][P:26](=[O:29])([OH:28])[OH:27])[CH:21]([OH:30])[CH:20]3[OH:31])[C:12]=2[N:13]=[CH:14][N:15]=1)(=O)C1C=CC=CC=1. The catalyst is [NH4+].[OH-]. The product is [NH2:9][C:10]1[C:11]2[N:18]=[N:17][N:16]([CH:19]3[O:23][CH:22]([CH2:24][CH2:25][P:26](=[O:27])([OH:28])[OH:29])[CH:21]([OH:30])[CH:20]3[OH:31])[C:12]=2[N:13]=[CH:14][N:15]=1. The yield is 0.890.